This data is from Full USPTO retrosynthesis dataset with 1.9M reactions from patents (1976-2016). The task is: Predict the reactants needed to synthesize the given product. (1) Given the product [CH:9]1([NH:8][C:6]2[C:5]([N+:13]([O-:15])=[O:14])=[CH:4][CH:3]=[C:2]([N:21]3[CH2:22][CH2:23][CH:18]([O:17][CH3:16])[CH2:19][CH2:20]3)[N:7]=2)[CH2:12][CH2:11][CH2:10]1, predict the reactants needed to synthesize it. The reactants are: Cl[C:2]1[N:7]=[C:6]([NH:8][CH:9]2[CH2:12][CH2:11][CH2:10]2)[C:5]([N+:13]([O-:15])=[O:14])=[CH:4][CH:3]=1.[CH3:16][O:17][CH:18]1[CH2:23][CH2:22][NH:21][CH2:20][CH2:19]1. (2) Given the product [Br:1][C:2]1[CH:7]=[CH:6][C:5]([N:8]2[CH2:12][CH2:11][CH2:10][CH:9]2[CH2:13][S:17]([CH3:16])(=[O:19])=[O:18])=[CH:4][CH:3]=1, predict the reactants needed to synthesize it. The reactants are: [Br:1][C:2]1[CH:7]=[CH:6][C:5]([N:8]2[CH2:12][CH2:11][CH2:10][C@H:9]2[CH2:13]C#N)=[CH:4][CH:3]=1.[CH3:16][S:17](Cl)(=[O:19])=[O:18]. (3) Given the product [F:9][C:10]1([C:17]2[N:18]([CH3:25])[N:19]=[CH:20][C:21]=2[N+:22]([O-:24])=[O:23])[CH2:11][CH2:12][C:13]([CH2:4][NH:41][C:31](=[O:32])[O:30][C:26]([CH3:29])([CH3:28])[CH3:27])([OH:16])[CH2:14][CH2:15]1, predict the reactants needed to synthesize it. The reactants are: [H-].[Na+].[I-].[CH3:4][S+](C)(C)=O.[F:9][C:10]1([C:17]2[N:18]([CH3:25])[N:19]=[CH:20][C:21]=2[N+:22]([O-:24])=[O:23])[CH2:15][CH2:14][C:13](=[O:16])[CH2:12][CH2:11]1.[C:26]([O:30][C:31](O[C:31]([O:30][C:26]([CH3:29])([CH3:28])[CH3:27])=[O:32])=[O:32])([CH3:29])([CH3:28])[CH3:27].[NH3:41]. (4) Given the product [C:1]([O:5][C:6]([N:8]1[CH2:14][CH2:13][C:12]2[C:15]([S:20][CH2:21][C:22]3[CH:27]=[CH:26][C:25]([C:37]#[C:36][C:38]4[CH:43]=[CH:42][C:41]([F:44])=[CH:40][CH:39]=4)=[CH:24][N:23]=3)=[C:16]([Cl:19])[CH:17]=[CH:18][C:11]=2[CH2:10][CH2:9]1)=[O:7])([CH3:4])([CH3:3])[CH3:2], predict the reactants needed to synthesize it. The reactants are: [C:1]([O:5][C:6]([N:8]1[CH2:14][CH2:13][C:12]2[C:15]([S:20][CH2:21][C:22]3[CH:27]=[CH:26][C:25](Br)=[CH:24][N:23]=3)=[C:16]([Cl:19])[CH:17]=[CH:18][C:11]=2[CH2:10][CH2:9]1)=[O:7])([CH3:4])([CH3:3])[CH3:2].C(N(CC)CC)C.[C:36]([C:38]1[CH:43]=[CH:42][C:41]([F:44])=[CH:40][CH:39]=1)#[CH:37]. (5) Given the product [CH3:24][N:20]1[CH2:21][CH2:22][CH2:23][CH:19]1[CH2:18][CH2:17][N:12]1[C:11](=[O:13])[CH2:10][O:9][C:8]2[CH:14]=[C:4]([N+:1]([O-:3])=[O:2])[CH:5]=[CH:6][C:7]1=2, predict the reactants needed to synthesize it. The reactants are: [N+:1]([C:4]1[CH:5]=[CH:6][C:7]2[NH:12][C:11](=[O:13])[CH2:10][O:9][C:8]=2[CH:14]=1)([O-:3])=[O:2].Cl.Cl[CH2:17][CH2:18][CH:19]1[CH2:23][CH2:22][CH2:21][N:20]1[CH3:24].[Na+].[I-].C([O-])([O-])=O.[K+].[K+]. (6) The reactants are: [OH:1][CH2:2][CH2:3][CH2:4][CH2:5][CH2:6][NH:7][C:8](=[O:14])[O:9][C:10]([CH3:13])([CH3:12])[CH3:11].[N+](=[CH:17][C:18]([O:20][CH2:21][CH3:22])=[O:19])=[N-].C(=O)(O)[O-].[Na+]. Given the product [C:10]([O:9][C:8]([NH:7][CH2:6][CH2:5][CH2:4][CH2:3][CH2:2][O:1][CH2:17][C:18]([O:20][CH2:21][CH3:22])=[O:19])=[O:14])([CH3:11])([CH3:13])[CH3:12], predict the reactants needed to synthesize it. (7) Given the product [CH3:5][O:6][C:7]([C:9]1[CH:10]=[C:11]([C:22]2[CH:27]=[CH:26][C:25]([CH3:28])=[CH:24][CH:23]=2)[CH:12]=[C:13]([N:15]2[C:16]([C:17]([F:20])([F:19])[F:18])=[N:3][N:2]=[N:1]2)[CH:14]=1)=[O:8], predict the reactants needed to synthesize it. The reactants are: [N-:1]=[N+:2]=[N-:3].[Na+].[CH3:5][O:6][C:7]([C:9]1[CH:10]=[C:11]([C:22]2[CH:27]=[CH:26][C:25]([CH3:28])=[CH:24][CH:23]=2)[CH:12]=[C:13](/[N:15]=[C:16](\Cl)/[C:17]([F:20])([F:19])[F:18])[CH:14]=1)=[O:8].